Dataset: Reaction yield outcomes from USPTO patents with 853,638 reactions. Task: Predict the reaction yield, written as a fraction of the theoretical maximum amount of product (1.0 means a 100% yield; for example, 0.34 means a 34% yield). (1) The reactants are [C:1]([O:7][C:8]1[CH:9]=[C:10]2[C:14](=[C:15]([NH2:17])[CH:16]=1)[NH:13][C:12]([C:18]1[S:19][CH:20]([CH:23]([O:26][CH3:27])[O:24][CH3:25])[CH2:21][N:22]=1)=[CH:11]2)(=[O:6])[C:2]([CH3:5])([CH3:4])[CH3:3].[N:28]1[CH:33]=[CH:32][CH:31]=[CH:30][C:29]=1[S:34](Cl)(=[O:36])=[O:35].N1C=CC=C[CH:39]=1. The catalyst is C(OCC)(=O)C.C(OCC)C. The product is [C:1]([O:7][C:8]1[CH:9]=[C:10]2[C:14](=[C:15]([N:17]([CH3:39])[S:34]([C:29]3[CH:30]=[CH:31][CH:32]=[CH:33][N:28]=3)(=[O:36])=[O:35])[CH:16]=1)[NH:13][C:12]([C:18]1[S:19][CH:20]([CH:23]([O:24][CH3:25])[O:26][CH3:27])[CH2:21][N:22]=1)=[CH:11]2)(=[O:6])[C:2]([CH3:5])([CH3:4])[CH3:3]. The yield is 0.870. (2) The reactants are C(OC([N:8]1[CH2:13][C:12]([CH3:15])([CH3:14])[N:11]([C:16]([C:18]2[C:19]3[CH:34]=[N:33][N:32](C4CCCCO4)[C:20]=3[N:21]=[C:22]([C:24]3[CH:29]=[CH:28][C:27]([OH:30])=[CH:26][C:25]=3[F:31])[CH:23]=2)=[O:17])[CH2:10][CH:9]1[CH:41]([CH3:43])[CH3:42])=O)(C)(C)C.Cl. The catalyst is O1CCCC1. The product is [F:31][C:25]1[CH:26]=[C:27]([OH:30])[CH:28]=[CH:29][C:24]=1[C:22]1[N:21]=[C:20]2[NH:32][N:33]=[CH:34][C:19]2=[C:18]([C:16]([N:11]2[CH2:10][CH:9]([CH:41]([CH3:42])[CH3:43])[NH:8][CH2:13][C:12]2([CH3:14])[CH3:15])=[O:17])[CH:23]=1. The yield is 0.360. (3) The reactants are Cl.[CH3:2][C:3]1[C:7]([CH2:8][N:9]2[CH:13]=[C:12]([NH2:14])[CH:11]=[N:10]2)=[C:6]([CH3:15])[O:5][N:4]=1.[CH3:16][O:17][C:18]1[CH:19]=[C:20]([CH:24]=[CH:25][CH:26]=1)[C:21](O)=[O:22].C(Cl)CCl.C(N(CC)CC)C. The catalyst is C(Cl)Cl. The product is [CH3:2][C:3]1[C:7]([CH2:8][N:9]2[CH:13]=[C:12]([NH:14][C:21](=[O:22])[C:20]3[CH:24]=[CH:25][CH:26]=[C:18]([O:17][CH3:16])[CH:19]=3)[CH:11]=[N:10]2)=[C:6]([CH3:15])[O:5][N:4]=1. The yield is 0.430. (4) The reactants are CO[C:3](=[O:34])[C@@H:4]([NH:26][CH2:27][C:28]1[CH:33]=[CH:32][CH:31]=[CH:30][CH:29]=1)[CH2:5][S:6][C:7]([C:20]1[CH:25]=[CH:24][CH:23]=[CH:22][CH:21]=1)([C:14]1[CH:19]=[CH:18][CH:17]=[CH:16][CH:15]=1)[C:8]1[CH:13]=[CH:12][CH:11]=[CH:10][CH:9]=1.[CH:35]([N:38](C(C)C)CC)(C)[CH3:36].BrCC(Br)=[O:47]. The catalyst is ClCCl. The product is [CH2:27]([N:26]1[C@@H:4]([CH2:5][S:6][C:7]([C:14]2[CH:19]=[CH:18][CH:17]=[CH:16][CH:15]=2)([C:20]2[CH:21]=[CH:22][CH:23]=[CH:24][CH:25]=2)[C:8]2[CH:9]=[CH:10][CH:11]=[CH:12][CH:13]=2)[C:3](=[O:34])[NH:38][CH2:35][C:36]1=[O:47])[C:28]1[CH:33]=[CH:32][CH:31]=[CH:30][CH:29]=1. The yield is 0.440. (5) The reactants are Cl[C:2]1[N:3]=[C:4]([NH:11][C:12]2[CH:17]=[CH:16][C:15]([O:18][CH3:19])=[C:14]([O:20][CH3:21])[CH:13]=2)[C:5]2[N:10]=[CH:9][S:8][C:6]=2[N:7]=1.[OH:22][CH2:23][C:24]1[CH:25]=[C:26](B(O)O)[CH:27]=[CH:28][CH:29]=1.CC(C1C=C(C(C)C)C(C2C=CC=CC=2P(C2CCCCC2)C2CCCCC2)=C(C(C)C)C=1)C.C([O-])([O-])=O.[Na+].[Na+]. The catalyst is O1CCOCC1.O.C1C=CC(/C=C/C(/C=C/C2C=CC=CC=2)=O)=CC=1.C1C=CC(/C=C/C(/C=C/C2C=CC=CC=2)=O)=CC=1.C1C=CC(/C=C/C(/C=C/C2C=CC=CC=2)=O)=CC=1.[Pd].[Pd]. The product is [CH3:21][O:20][C:14]1[CH:13]=[C:12]([NH:11][C:4]2[C:5]3[N:10]=[CH:9][S:8][C:6]=3[N:7]=[C:2]([C:28]3[CH:29]=[C:24]([CH2:23][OH:22])[CH:25]=[CH:26][CH:27]=3)[N:3]=2)[CH:17]=[CH:16][C:15]=1[O:18][CH3:19]. The yield is 0.210. (6) The reactants are [CH2:1]([O:8][C:9](=[O:18])[NH:10][CH2:11][CH:12]1[CH2:17][CH2:16][NH:15][CH2:14][CH2:13]1)[C:2]1[CH:7]=[CH:6][CH:5]=[CH:4][CH:3]=1.[O:19]1[C:21]2([CH2:26][CH2:25][O:24][CH2:23][CH2:22]2)[CH2:20]1. The catalyst is CO. The product is [CH2:1]([O:8][C:9](=[O:18])[NH:10][CH2:11][CH:12]1[CH2:13][CH2:14][N:15]([CH2:20][C:21]2([OH:19])[CH2:26][CH2:25][O:24][CH2:23][CH2:22]2)[CH2:16][CH2:17]1)[C:2]1[CH:7]=[CH:6][CH:5]=[CH:4][CH:3]=1. The yield is 0.490.